From a dataset of Full USPTO retrosynthesis dataset with 1.9M reactions from patents (1976-2016). Predict the reactants needed to synthesize the given product. (1) Given the product [C:18]([C:13]1[CH:12]=[C:11]([CH:16]=[CH:15][C:14]=1[CH3:17])[C:10]([NH:9][C:6]1[CH:7]=[CH:8][C:3]([CH2:2][N:1]2[CH2:32][CH2:31][N:29]([CH3:30])[CH2:28][CH2:27]2)=[C:4]([C:21]([F:22])([F:23])[F:24])[CH:5]=1)=[O:20])#[CH:19], predict the reactants needed to synthesize it. The reactants are: [NH2:1][CH2:2][C:3]1[CH:8]=[CH:7][C:6]([NH:9][C:10](=[O:20])[C:11]2[CH:16]=[CH:15][C:14]([CH3:17])=[C:13]([C:18]#[CH:19])[CH:12]=2)=[CH:5][C:4]=1[C:21]([F:24])([F:23])[F:22].Cl.Cl[CH2:27][CH2:28][N:29]([CH2:31][CH2:32]Cl)[CH3:30].C(=O)([O-])[O-].[K+].[K+]. (2) The reactants are: C([O-])([O-])=O.[Cs+].[Cs+].[OH:7][C:8]1[C:16]2[CH:15]=[CH:14][S:13][C:12]=2[CH:11]=[C:10]([C:17]([O:19]CC)=O)[CH:9]=1.F[C:23]1[CH:28]=[CH:27][C:26]([S:29]([CH3:32])(=[O:31])=[O:30])=[CH:25][CH:24]=1.[CH3:33][N:34]1[CH:38]=[CH:37][C:36]([NH2:39])=[N:35]1.[CH3:40]N(C(ON1N=NC2C=CC=NC1=2)=[N+](C)C)C.F[P-](F)(F)(F)(F)F. Given the product [CH3:32][S:29]([C:26]1[CH:27]=[CH:28][C:23]([O:7][C:8]2[C:16]3[CH:15]=[C:14]([CH3:40])[S:13][C:12]=3[CH:11]=[C:10]([C:17]([NH:39][C:36]3[CH:37]=[CH:38][N:34]([CH3:33])[N:35]=3)=[O:19])[CH:9]=2)=[CH:24][CH:25]=1)(=[O:31])=[O:30], predict the reactants needed to synthesize it. (3) Given the product [NH:1]1[C:9]2[C:4](=[CH:5][CH:6]=[CH:7][C:8]=2[CH2:10][N:11]([CH:24]2[C:33]3[N:32]=[CH:31][CH:30]=[CH:29][C:28]=3[CH2:27][CH2:26][CH2:25]2)[CH2:12][CH2:13][CH2:14][CH2:15][NH2:16])[CH:3]=[CH:2]1, predict the reactants needed to synthesize it. The reactants are: [NH:1]1[C:9]2[C:4](=[CH:5][CH:6]=[CH:7][C:8]=2[CH2:10][N:11]([CH:24]2[C:33]3[N:32]=[CH:31][CH:30]=[CH:29][C:28]=3[CH2:27][CH2:26][CH2:25]2)[CH2:12][CH2:13][CH2:14][CH2:15][NH:16]C(=O)OC(C)(C)C)[CH:3]=[CH:2]1.S(Cl)(Cl)=O. (4) Given the product [CH3:1][O:2][C:3](=[O:18])[CH2:4][C:5]1[C:14]([I:15])=[C:13]([O:16][C:19](=[O:21])[CH3:20])[C:12]2[C:7](=[CH:8][CH:9]=[C:10]([F:17])[CH:11]=2)[CH:6]=1, predict the reactants needed to synthesize it. The reactants are: [CH3:1][O:2][C:3](=[O:18])[CH2:4][C:5]1[C:14]([I:15])=[C:13]([OH:16])[C:12]2[C:7](=[CH:8][CH:9]=[C:10]([F:17])[CH:11]=2)[CH:6]=1.[C:19](OC(=O)C)(=[O:21])[CH3:20]. (5) Given the product [NH2:1][C:2]1[N:3]=[CH:4][C:5]([C:25]2[CH:24]=[CH:23][C:22]([N:18]3[C@@H:17]([C:37]4[CH:38]=[CH:39][CH:40]=[CH:41][CH:42]=4)[C:16]([CH3:15])([CH3:43])[O:20][C:19]3=[O:21])=[CH:27][CH:26]=2)=[CH:6][CH:7]=1, predict the reactants needed to synthesize it. The reactants are: [NH2:1][C:2]1[CH:7]=[CH:6][C:5](Br)=[CH:4][N:3]=1.C(=O)([O-])[O-].[Na+].[Na+].[CH3:15][C:16]1([CH3:43])[O:20][C:19](=[O:21])[N:18]([C:22]2[CH:27]=[CH:26][C:25](B3OC(C)(C)C(C)(C)O3)=[CH:24][CH:23]=2)[C@H:17]1[C:37]1[CH:42]=[CH:41][CH:40]=[CH:39][CH:38]=1. (6) Given the product [CH2:2]([N:4]1[C:8]2[CH:9]=[C:10]([O:13][CH3:14])[CH:11]=[CH:12][C:7]=2[S:6]/[C:5]/1=[CH:15]\[C:16](=[O:18])[CH3:17])[CH3:3], predict the reactants needed to synthesize it. The reactants are: [I-].[CH2:2]([N+:4]1[C:8]2[CH:9]=[C:10]([O:13][CH3:14])[CH:11]=[CH:12][C:7]=2[S:6][C:5]=1[CH3:15])[CH3:3].[C:16](OC(=O)C)(=[O:18])[CH3:17].C(N(CC)CC)C. (7) Given the product [CH3:1][O:2][C:3]1[CH:4]=[CH:5][C:6]2[CH:15]=[CH:14][C:13]3[O:12][CH2:11][CH:10]([NH:22][C:20](=[O:29])[CH3:21])[CH2:9][C:8]=3[C:7]=2[CH:19]=1, predict the reactants needed to synthesize it. The reactants are: [CH3:1][O:2][C:3]1[CH:4]=[CH:5][C:6]2[CH:15]=[CH:14][C:13]3[O:12][CH2:11][CH:10](C(O)=O)[CH2:9][C:8]=3[C:7]=2[CH:19]=1.[CH2:20]([N:22](CC)CC)[CH3:21].ClC(OCC)=[O:29].[N-]=[N+]=[N-].[Na+]. (8) Given the product [NH:14]1[CH2:15][CH2:16][CH:11]([CH2:10][C:9]([OH:43])=[O:8])[CH2:12][CH2:13]1, predict the reactants needed to synthesize it. The reactants are: C([O:8][C:9](=[O:43])[C@H:10](N(S(C1SC(C2C=CC(OCC)=CC=2)=CC=1)(=O)=O)C)[CH:11]1[CH2:16][CH2:15][N:14](C(OC(C)(C)C)=O)[CH2:13][CH2:12]1)C1C=CC=CC=1. (9) Given the product [CH3:18][CH2:19][CH2:20][CH2:21][C:22]([N:24]([C@H:43]([C:47]([OH:49])=[O:48])[CH:44]([CH3:46])[CH3:45])[CH2:25][C:26]1[CH:31]=[CH:30][C:29]([C:32]2[C:37]([C:38]3[N:42]=[N:41][NH:40][N:39]=3)=[CH:36][CH:35]=[CH:34][CH:33]=2)=[CH:28][CH:27]=1)=[O:23].[CH2:16]1[NH:15][S:12](=[O:13])(=[O:14])[C:3]2[C:2](=[CH:1][C:6]([Cl:7])=[C:5]([S:8]([NH2:11])(=[O:10])=[O:9])[CH:4]=2)[NH:17]1, predict the reactants needed to synthesize it. The reactants are: [CH:1]1[C:6]([Cl:7])=[C:5]([S:8]([NH2:11])(=[O:10])=[O:9])[CH:4]=[C:3]2[S:12]([NH:15][CH2:16][NH:17][C:2]=12)(=[O:14])=[O:13].[CH3:18][CH2:19][CH2:20][CH2:21][C:22]([N:24]([C@H:43]([C:47]([OH:49])=[O:48])[CH:44]([CH3:46])[CH3:45])[CH2:25][C:26]1[CH:27]=[CH:28][C:29]([C:32]2[CH:33]=[CH:34][CH:35]=[CH:36][C:37]=2[C:38]2[NH:39][N:40]=[N:41][N:42]=2)=[CH:30][CH:31]=1)=[O:23]. (10) Given the product [CH2:1]([C:8]1[C:9]([O:18][C@@H:33]2[O:34][C@H:35]([CH2:52][O:53][C:54](=[O:59])[C:55]([CH3:58])([CH3:57])[CH3:56])[C@@H:36]([O:45][C:46](=[O:51])[C:47]([CH3:48])([CH3:49])[CH3:50])[C@H:37]([O:38][C:39](=[O:44])[C:40]([CH3:41])([CH3:42])[CH3:43])[C@H:32]2[O:31][C:25](=[O:30])[C:26]([CH3:29])([CH3:27])[CH3:28])=[N:10][N:11]([CH:16]=[O:17])[C:12]=1[CH:13]([CH3:15])[CH3:14])[C:2]1[CH:7]=[CH:6][CH:5]=[CH:4][CH:3]=1, predict the reactants needed to synthesize it. The reactants are: [CH2:1]([C:8]1[C:9](=[O:18])[NH:10][N:11]([CH:16]=[O:17])[C:12]=1[CH:13]([CH3:15])[CH3:14])[C:2]1[CH:7]=[CH:6][CH:5]=[CH:4][CH:3]=1.C(=O)([O-])[O-].[K+].[K+].[C:25]([O:31][C@@H:32]1[C@@H:37]([O:38][C:39](=[O:44])[C:40]([CH3:43])([CH3:42])[CH3:41])[C@H:36]([O:45][C:46](=[O:51])[C:47]([CH3:50])([CH3:49])[CH3:48])[C@@H:35]([CH2:52][O:53][C:54](=[O:59])[C:55]([CH3:58])([CH3:57])[CH3:56])[O:34][C@H:33]1Br)(=[O:30])[C:26]([CH3:29])([CH3:28])[CH3:27].